From a dataset of Forward reaction prediction with 1.9M reactions from USPTO patents (1976-2016). Predict the product of the given reaction. (1) Given the reactants F[C:2](F)(F)[S:3](O[Si](C)(C)C)(=O)=O.C(N([CH2:18][CH3:19])CC)C.[B-](F)(F)(F)F.[B-](F)(F)(F)F.C1[N+]2(CCl)CC[N+](F)(CC2)C1.[F-:41].C([N+]([CH2:55][CH2:56][CH2:57][CH3:58])(CCCC)CCCC)CCC.C([O:62][CH2:63]C)(=O)C, predict the reaction product. The product is: [F:41][CH:19]1[CH2:18][CH2:58][C:57]2[S:3][CH:2]=[CH:55][C:56]=2[C:63]1=[O:62]. (2) The product is: [C:15]1([N:21]2[CH2:26][CH2:25][N:24]([C:2]3[N:3]=[C:4]([CH2:11][CH2:12][CH2:13][NH2:14])[C:5]4[S:10][CH2:9][CH2:8][C:6]=4[N:7]=3)[CH2:23][CH2:22]2)[CH:20]=[CH:19][CH:18]=[CH:17][CH:16]=1. Given the reactants Cl[C:2]1[N:3]=[C:4]([CH2:11][CH2:12][CH2:13][NH2:14])[C:5]2[S:10][CH2:9][CH2:8][C:6]=2[N:7]=1.[C:15]1([N:21]2[CH2:26][CH2:25][NH:24][CH2:23][CH2:22]2)[CH:20]=[CH:19][CH:18]=[CH:17][CH:16]=1, predict the reaction product. (3) Given the reactants [H-].[Na+].[CH:3]1([CH2:9][CH2:10][CH2:11][C@@H:12]([C:21]2[O:25][N:24]=[C:23]([CH2:26][OH:27])[N:22]=2)[CH2:13][C:14]([O:16][C:17]([CH3:20])([CH3:19])[CH3:18])=[O:15])[CH2:8][CH2:7][CH2:6][CH2:5][CH2:4]1.Br[CH:29]([CH3:35])[C:30]([O:32][CH2:33][CH3:34])=[O:31], predict the reaction product. The product is: [CH:3]1([CH2:9][CH2:10][CH2:11][C@@H:12]([C:21]2[O:25][N:24]=[C:23]([CH2:26][O:27][CH:29]([CH3:35])[C:30]([O:32][CH2:33][CH3:34])=[O:31])[N:22]=2)[CH2:13][C:14]([O:16][C:17]([CH3:20])([CH3:19])[CH3:18])=[O:15])[CH2:4][CH2:5][CH2:6][CH2:7][CH2:8]1. (4) Given the reactants Cl[C:2]1[N:7]=[C:6]([Cl:8])[N:5]([C:9]2[CH:14]=[CH:13][C:12]([F:15])=[CH:11][CH:10]=2)[CH2:4][N:3]=1.C([N:19](C(C)C)CC)(C)C.[NH2:25][C:26]1[CH:31]=[CH:30][C:29]([CH3:32])=[CH:28][CH:27]=1.O, predict the reaction product. The product is: [Cl:8][C:6]1[N:19]=[C:4]([NH:5][C:9]2[CH:10]=[CH:11][C:12]([F:15])=[CH:13][CH:14]=2)[N:3]=[C:2]([NH:25][C:26]2[CH:31]=[CH:30][C:29]([CH3:32])=[CH:28][CH:27]=2)[N:7]=1. (5) The product is: [Cl:8][C:9]1[CH:17]=[CH:16][C:12]([C:13](=[O:15])[NH:58][CH2:59][C:60]2[CH:61]=[N:62][CH:63]=[CH:64][CH:65]=2)=[CH:11][C:10]=1[NH:18][C:19]([C:21]1[C:32](=[O:33])[NH:31][C:24]2[N:25]=[C:26]([O:29][CH3:30])[N:27]=[CH:28][C:23]=2[CH:22]=1)=[O:20]. Given the reactants C(N(CC)CC)C.[Cl:8][C:9]1[CH:17]=[CH:16][C:12]([C:13]([OH:15])=O)=[CH:11][C:10]=1[NH:18][C:19]([C:21]1[C:32](=[O:33])[NH:31][C:24]2[N:25]=[C:26]([O:29][CH3:30])[N:27]=[CH:28][C:23]=2[CH:22]=1)=[O:20].CN(C(ON1N=NC2C=CC=NC1=2)=[N+](C)C)C.F[P-](F)(F)(F)(F)F.[NH2:58][CH2:59][C:60]1[CH:61]=[N:62][CH:63]=[CH:64][CH:65]=1, predict the reaction product.